Task: Predict which catalyst facilitates the given reaction.. Dataset: Catalyst prediction with 721,799 reactions and 888 catalyst types from USPTO (1) Reactant: [CH2:1]([O:7][C:8]1[CH:13]=[CH:12][C:11]([CH3:14])=[CH:10][C:9]=1[O:15][CH2:16][CH2:17][CH2:18][CH2:19][CH2:20][CH3:21])[CH2:2][CH2:3][CH2:4][CH2:5][CH3:6].[Br:22]Br.O. Product: [Br:22][C:12]1[C:11]([CH3:14])=[CH:10][C:9]([O:15][CH2:16][CH2:17][CH2:18][CH2:19][CH2:20][CH3:21])=[C:8]([O:7][CH2:1][CH2:2][CH2:3][CH2:4][CH2:5][CH3:6])[CH:13]=1. The catalyst class is: 4. (2) Reactant: [C:1]([O:5][C:6]([N:8]1[CH2:37][CH2:36][C:11]2([NH:15][CH:14]([C:16]3[CH:21]=[CH:20][C:19]([CH:22]4[CH2:24][CH2:23]4)=[CH:18][CH:17]=3)[N:13]([CH2:25][CH2:26][C:27]3[CH:32]=[CH:31][C:30]([O:33][CH3:34])=[CH:29][CH:28]=3)[C:12]2=[O:35])[CH2:10][CH2:9]1)=[O:7])([CH3:4])([CH3:3])[CH3:2].[CH3:38]I. Product: [C:1]([O:5][C:6]([N:8]1[CH2:37][CH2:36][C:11]2([N:15]([CH3:38])[CH:14]([C:16]3[CH:21]=[CH:20][C:19]([CH:22]4[CH2:24][CH2:23]4)=[CH:18][CH:17]=3)[N:13]([CH2:25][CH2:26][C:27]3[CH:32]=[CH:31][C:30]([O:33][CH3:34])=[CH:29][CH:28]=3)[C:12]2=[O:35])[CH2:10][CH2:9]1)=[O:7])([CH3:4])([CH3:2])[CH3:3]. The catalyst class is: 31.